This data is from Reaction yield outcomes from USPTO patents with 853,638 reactions. The task is: Predict the reaction yield, written as a fraction of the theoretical maximum amount of product (1.0 means a 100% yield; for example, 0.34 means a 34% yield). (1) The reactants are C(N[C:10]([N:12]([CH2:21][CH2:22][CH2:23][CH2:24][CH3:25])[C:13]1[N:14]=[CH:15][NH:16][C:17]=1[C:18]([NH2:20])=[O:19])=[S:11])(=O)C1C=CC=CC=1.[OH-].[Na+].Cl. The catalyst is O. The product is [CH2:21]([N:12]1[C:13]2[N:14]=[CH:15][NH:16][C:17]=2[C:18](=[O:19])[NH:20][C:10]1=[S:11])[CH2:22][CH2:23][CH2:24][CH3:25]. The yield is 0.940. (2) The yield is 0.950. The product is [C:1]([C:3]1[C:11]2[C:6](=[CH:7][C:8]([C:12]([OH:14])=[O:13])=[CH:9][CH:10]=2)[N:5]([CH2:16][CH3:17])[CH:4]=1)#[N:2]. The reactants are [C:1]([C:3]1[C:11]2[C:6](=[CH:7][C:8]([C:12]([O:14]C)=[O:13])=[CH:9][CH:10]=2)[N:5]([CH2:16][CH3:17])[CH:4]=1)#[N:2].N1C2C(=CC=C(C(OC)=O)C=2)C=C1.[OH-].[Na+]. The catalyst is C1COCC1. (3) The reactants are [F:1][C:2]1[CH:7]=[CH:6][C:5]([CH:8]2[CH2:13][CH2:12][N:11]([C:14]([C:16]3[C:17]([OH:24])=[CH:18][C:19](=[O:23])[N:20]([CH3:22])[CH:21]=3)=[O:15])[CH2:10][CH2:9]2)=[CH:4][CH:3]=1.[N+:25]([O-])([OH:27])=[O:26]. The catalyst is C(O)(=O)C.O. The product is [F:1][C:2]1[CH:7]=[CH:6][C:5]([CH:8]2[CH2:13][CH2:12][N:11]([C:14]([C:16]3[C:17]([OH:24])=[C:18]([N+:25]([O-:27])=[O:26])[C:19](=[O:23])[N:20]([CH3:22])[CH:21]=3)=[O:15])[CH2:10][CH2:9]2)=[CH:4][CH:3]=1. The yield is 0.830. (4) The reactants are [O-]P([O-])([O-])=O.[K+].[K+].[K+].[NH2:9][C:10]1[CH:15]=[CH:14][CH:13]=[CH:12][CH:11]=1.I[C:17]1[CH:22]=[CH:21][CH:20]=[CH:19][CH:18]=1.C(O)CO. The catalyst is [Cu]I.CCCCCC.C(OCC)(=O)C.CC(O)C. The product is [C:10]1([NH:9][C:17]2[CH:22]=[CH:21][CH:20]=[CH:19][CH:18]=2)[CH:15]=[CH:14][CH:13]=[CH:12][CH:11]=1. The yield is 0.410. (5) The reactants are [F:1][C:2]([F:34])([F:33])[CH:3]([C:24]1[CH:29]=[C:28]([Cl:30])[C:27]([Cl:31])=[C:26]([Cl:32])[CH:25]=1)/[CH:4]=[CH:5]/[C:6]1[CH:11]=[CH:10][C:9]([NH:12][N:13]2C(=O)C3C(=CC=CC=3)C2=O)=[CH:8][CH:7]=1.O.NN. The catalyst is CCO. The product is [F:34][C:2]([F:1])([F:33])[CH:3]([C:24]1[CH:25]=[C:26]([Cl:32])[C:27]([Cl:31])=[C:28]([Cl:30])[CH:29]=1)/[CH:4]=[CH:5]/[C:6]1[CH:11]=[CH:10][C:9]([NH:12][NH2:13])=[CH:8][CH:7]=1. The yield is 0.660. (6) The reactants are [CH3:1][C:2]1[CH:7]=[CH:6][CH:5]=[C:4]([N+:8]([O-:10])=[O:9])[C:3]=1N.N([O-])=O.[Na+].[BrH:16]. The catalyst is O. The product is [Br:16][C:3]1[C:4]([N+:8]([O-:10])=[O:9])=[CH:5][CH:6]=[CH:7][C:2]=1[CH3:1]. The yield is 0.600. (7) The reactants are [OH:1][C:2]1[CH:3]=[C:4]([C:17]([O:19][CH2:20][CH3:21])=[O:18])[CH:5]=[C:6]2[C:10]=1[N:9]([CH:11]1[CH2:16][CH2:15][CH2:14][CH2:13][O:12]1)[N:8]=[CH:7]2.[C:22]([O-])([O-])=O.[K+].[K+].IC. The catalyst is CC(C)=O. The product is [CH3:22][O:1][C:2]1[CH:3]=[C:4]([C:17]([O:19][CH2:20][CH3:21])=[O:18])[CH:5]=[C:6]2[C:10]=1[N:9]([CH:11]1[CH2:16][CH2:15][CH2:14][CH2:13][O:12]1)[N:8]=[CH:7]2. The yield is 0.920.